Predict which catalyst facilitates the given reaction. From a dataset of Catalyst prediction with 721,799 reactions and 888 catalyst types from USPTO. (1) The catalyst class is: 79. Reactant: [N+:1]([C:4]1[CH:9]=[C:8]([C:10]([F:13])([F:12])[F:11])[CH:7]=[CH:6][C:5]=1[S:14](Cl)(=[O:16])=[O:15])([O-:3])=[O:2].[Cl:18][C:19]1[CH:28]=[CH:27][C:26]([NH2:29])=[C:25]2[C:20]=1[CH:21]=[CH:22][CH:23]=[N:24]2.N1C=CC=CC=1. Product: [Cl:18][C:19]1[CH:28]=[CH:27][C:26]([NH:29][S:14]([C:5]2[CH:6]=[CH:7][C:8]([C:10]([F:13])([F:12])[F:11])=[CH:9][C:4]=2[N+:1]([O-:3])=[O:2])(=[O:16])=[O:15])=[C:25]2[C:20]=1[CH:21]=[CH:22][CH:23]=[N:24]2. (2) Reactant: [Cl:1][C:2]1[CH:7]=[CH:6][C:5]([C:8]2[C:9](=[O:24])[N:10]([CH2:18][C:19]([O:21]CC)=[O:20])[C:11]3([CH2:17][CH2:16][CH2:15][CH2:14][CH2:13]3)[N:12]=2)=[CH:4][CH:3]=1.[OH-].[Na+]. Product: [Cl:1][C:2]1[CH:7]=[CH:6][C:5]([C:8]2[C:9](=[O:24])[N:10]([CH2:18][C:19]([OH:21])=[O:20])[C:11]3([CH2:17][CH2:16][CH2:15][CH2:14][CH2:13]3)[N:12]=2)=[CH:4][CH:3]=1. The catalyst class is: 72. (3) Reactant: [CH2:1]([N:5]([CH2:49][CH2:50][CH2:51][CH3:52])[C:6]([C:8]1[CH:12]=[C:11]([CH3:13])[N:10]([C:14]2[CH:19]=[CH:18][C:17]([NH:20][C:21](=[O:34])[CH:22]([C:28]3[CH:33]=[CH:32][CH:31]=[CH:30][CH:29]=3)[CH2:23][C:24]([O:26]C)=[O:25])=[CH:16][C:15]=2[C:35]([N:37]2[C@H:46]([CH2:47][OH:48])[CH2:45][C:44]3[C:39](=[CH:40][CH:41]=[CH:42][CH:43]=3)[CH2:38]2)=[O:36])[N:9]=1)=[O:7])[CH2:2][CH2:3][CH3:4].O.[OH-].[Li+]. Product: [CH2:49]([N:5]([CH2:1][CH2:2][CH2:3][CH3:4])[C:6]([C:8]1[CH:12]=[C:11]([CH3:13])[N:10]([C:14]2[CH:19]=[CH:18][C:17]([NH:20][C:21](=[O:34])[CH:22]([C:28]3[CH:33]=[CH:32][CH:31]=[CH:30][CH:29]=3)[CH2:23][C:24]([OH:26])=[O:25])=[CH:16][C:15]=2[C:35]([N:37]2[C@H:46]([CH2:47][OH:48])[CH2:45][C:44]3[C:39](=[CH:40][CH:41]=[CH:42][CH:43]=3)[CH2:38]2)=[O:36])[N:9]=1)=[O:7])[CH2:50][CH2:51][CH3:52]. The catalyst class is: 20.